This data is from Forward reaction prediction with 1.9M reactions from USPTO patents (1976-2016). The task is: Predict the product of the given reaction. (1) Given the reactants Cl.[F:2][C:3]([F:10])([F:9])[CH:4]([NH2:8])[CH:5]([CH3:7])[CH3:6].[C:11]([CH2:13][C:14](O)=[O:15])#[N:12].C(N(C(C)C)CC)(C)C.CCCP(=O)=O.C(=O)([O-])O.[Na+], predict the reaction product. The product is: [C:11]([CH2:13][C:14]([NH:8][CH:4]([CH:5]([CH3:7])[CH3:6])[C:3]([F:10])([F:9])[F:2])=[O:15])#[N:12]. (2) Given the reactants [N:1]1([C:11]([O:13][C:14]([CH3:17])([CH3:16])[CH3:15])=[O:12])[C:10]2[C:5](=[CH:6][CH:7]=[CH:8][CH:9]=2)[CH2:4][CH2:3][CH2:2]1.CN(C)CCN(C)C.C([Li])(CC)C.CN(C)[CH:33]=[O:34], predict the reaction product. The product is: [CH:33]([C:9]1[CH:8]=[CH:7][CH:6]=[C:5]2[C:10]=1[N:1]([C:11]([O:13][C:14]([CH3:17])([CH3:16])[CH3:15])=[O:12])[CH2:2][CH2:3][CH2:4]2)=[O:34]. (3) Given the reactants [CH:1]1([Mg]Cl)[CH2:6][CH2:5][CH2:4][CH2:3][CH2:2]1.[Cl-].[Li+].[CH2:11](Br)[CH2:12][C@H:13]([CH2:15][CH2:16][CH:17]=[C:18]([CH3:20])[CH3:19])[CH3:14], predict the reaction product. The product is: [CH3:14][C@@H:13]([CH2:15][CH2:16][CH:17]=[C:18]([CH3:20])[CH3:19])[CH2:12][CH2:11][CH:1]1[CH2:6][CH2:5][CH2:4][CH2:3][CH2:2]1. (4) Given the reactants [C:1]1([PH:7](=[O:14])[C:8]2[CH:13]=[CH:12][CH:11]=[CH:10][CH:9]=2)[CH:6]=[CH:5][CH:4]=[CH:3][CH:2]=1.C1COCC1.[CH3:20][C:21]([CH3:23])=[O:22], predict the reaction product. The product is: [C:1]1([P:7]([C:21]([OH:22])([CH3:23])[CH3:20])([C:8]2[CH:13]=[CH:12][CH:11]=[CH:10][CH:9]=2)=[O:14])[CH:2]=[CH:3][CH:4]=[CH:5][CH:6]=1. (5) Given the reactants [Cl:1][C:2]1[CH:7]=[CH:6][CH:5]=[CH:4][C:3]=1[C:8](=[O:10])[CH3:9].[Li+].C[Si]([N-][Si](C)(C)C)(C)C.[CH2:21]([O:28][C:29]1[CH:30]=[C:31]([CH:34]=[CH:35][CH:36]=1)[CH:32]=O)[C:22]1[CH:27]=[CH:26][CH:25]=[CH:24][CH:23]=1.[NH4+].[Cl-], predict the reaction product. The product is: [CH2:21]([O:28][C:29]1[CH:30]=[C:31]([CH:32]=[CH:9][C:8]([C:3]2[CH:4]=[CH:5][CH:6]=[CH:7][C:2]=2[Cl:1])=[O:10])[CH:34]=[CH:35][CH:36]=1)[C:22]1[CH:23]=[CH:24][CH:25]=[CH:26][CH:27]=1. (6) Given the reactants Cl.[CH3:2][O:3][C:4]1[CH:5]=[C:6]([C:12]2[C:13]([CH3:25])([CH3:24])[C:14](=[O:23])[N:15]([CH:17]3[CH2:22][CH2:21][NH:20][CH2:19][CH2:18]3)[N:16]=2)[CH:7]=[CH:8][C:9]=1[O:10][CH3:11].[C:26]1([S:36](Cl)(=[O:38])=[O:37])[C:35]2[C:30](=[CH:31][CH:32]=[CH:33][CH:34]=2)[CH:29]=[CH:28][CH:27]=1, predict the reaction product. The product is: [CH3:2][O:3][C:4]1[CH:5]=[C:6]([C:12]2[C:13]([CH3:25])([CH3:24])[C:14](=[O:23])[N:15]([CH:17]3[CH2:22][CH2:21][N:20]([S:36]([C:26]4[C:35]5[C:30](=[CH:31][CH:32]=[CH:33][CH:34]=5)[CH:29]=[CH:28][CH:27]=4)(=[O:38])=[O:37])[CH2:19][CH2:18]3)[N:16]=2)[CH:7]=[CH:8][C:9]=1[O:10][CH3:11]. (7) Given the reactants [Cl:1][C:2]1[CH:7]=[CH:6][C:5]([N:8]=[C:9]=[O:10])=[CH:4][C:3]=1[C:11]([F:14])([F:13])[F:12].[NH2:15][C:16]1[CH:33]=[CH:32][C:19]([O:20][C:21]2[CH:26]=[CH:25][N:24]=[C:23]([NH:27][CH2:28][CH2:29][CH2:30][OH:31])[N:22]=2)=[CH:18][CH:17]=1, predict the reaction product. The product is: [Cl:1][C:2]1[CH:7]=[CH:6][C:5]([NH:8][C:9]([NH:15][C:16]2[CH:17]=[CH:18][C:19]([O:20][C:21]3[CH:26]=[CH:25][N:24]=[C:23]([NH:27][CH2:28][CH2:29][CH2:30][OH:31])[N:22]=3)=[CH:32][CH:33]=2)=[O:10])=[CH:4][C:3]=1[C:11]([F:12])([F:13])[F:14].